Predict which catalyst facilitates the given reaction. From a dataset of Catalyst prediction with 721,799 reactions and 888 catalyst types from USPTO. (1) Reactant: [O:1]1[CH2:6][CH2:5][CH2:4][CH2:3][CH:2]1[N:7]1[CH:15]=[N:14][C:13]2[C:8]1=[N:9][CH:10]=[N:11][C:12]=2[C:16]1[CH:22]=[CH:21][CH:20]=[CH:19][C:17]=1[NH2:18].Cl[C:24]1[CH:29]=[C:28]([NH:30][S:31]([CH2:34][CH2:35][CH3:36])(=[O:33])=[O:32])[CH:27]=[CH:26][N:25]=1.C(O[Na])(C)(C)C.N#N. Product: [O:1]1[CH2:6][CH2:5][CH2:4][CH2:3][CH:2]1[N:7]1[CH:15]=[N:14][C:13]2[C:8]1=[N:9][CH:10]=[N:11][C:12]=2[C:16]1[CH:22]=[CH:21][CH:20]=[CH:19][C:17]=1[NH:18][C:24]1[CH:29]=[C:28]([NH:30][S:31]([CH2:34][CH2:35][CH3:36])(=[O:33])=[O:32])[CH:27]=[CH:26][N:25]=1. The catalyst class is: 882. (2) Reactant: [CH3:1][NH:2][C:3](=[O:39])[C@@H:4]([OH:38])[CH:5]([NH:10][C:11](=[O:37])[C@@H:12]([NH:22][C:23](=[O:36])[C@@H:24]([NH:26][C:27](=[O:35])[CH2:28][N:29]1[CH2:34][CH2:33][O:32][CH2:31][CH2:30]1)[CH3:25])[CH2:13][C:14]1[CH:19]=[CH:18][C:17]([O:20][CH3:21])=[CH:16][CH:15]=1)[CH2:6][CH2:7][CH2:8][CH3:9].CC(OI1(OC(C)=O)(OC(C)=O)OC(=O)C2C=CC=CC1=2)=O. Product: [CH3:1][NH:2][C:3](=[O:39])[C:4](=[O:38])[C@@H:5]([NH:10][C:11](=[O:37])[C@@H:12]([NH:22][C:23](=[O:36])[C@@H:24]([NH:26][C:27](=[O:35])[CH2:28][N:29]1[CH2:30][CH2:31][O:32][CH2:33][CH2:34]1)[CH3:25])[CH2:13][C:14]1[CH:15]=[CH:16][C:17]([O:20][CH3:21])=[CH:18][CH:19]=1)[CH2:6][CH2:7][CH2:8][CH3:9]. The catalyst class is: 4. (3) The catalyst class is: 94. Reactant: [CH3:1][NH:2][C:3]1[C:12]([N+:13]([O-])=O)=[C:11]2[C:6]([CH:7]=[CH:8][CH:9]=[N:10]2)=[CH:5][CH:4]=1.O.NN. Product: [CH3:1][NH:2][C:3]1[C:12]([NH2:13])=[C:11]2[C:6]([CH:7]=[CH:8][CH:9]=[N:10]2)=[CH:5][CH:4]=1. (4) Reactant: [C:1]1([CH2:7][C:8]([NH:10][NH:11][C:12]([C@H:14]2[CH2:18][CH2:17][C@H:16]([NH:19][C:20](=[O:26])[O:21][C:22]([CH3:25])([CH3:24])[CH3:23])[CH2:15]2)=[O:13])=O)[CH:6]=[CH:5][CH:4]=[CH:3][CH:2]=1.CC[N+](S(N=C(OC)[O-])(=O)=O)(CC)CC. Product: [CH2:7]([C:8]1[O:13][C:12]([C@H:14]2[CH2:18][CH2:17][C@H:16]([NH:19][C:20](=[O:26])[O:21][C:22]([CH3:25])([CH3:24])[CH3:23])[CH2:15]2)=[N:11][N:10]=1)[C:1]1[CH:6]=[CH:5][CH:4]=[CH:3][CH:2]=1. The catalyst class is: 7. (5) Reactant: [NH2:1][C:2]1[N:6]([CH2:7][CH2:8][CH2:9][N:10]([CH2:13][CH3:14])[CH2:11][CH3:12])[C:5]([SH:15])=[N:4][C:3]=1[C:16]([NH2:18])=[O:17].C(N(CC)CCCN=C=S)C.[Br:30][C:31]1[CH:36]=[C:35]2[O:37][CH2:38][O:39][C:34]2=[CH:33][C:32]=1Br. Product: [NH2:1][C:2]1[N:6]([CH2:7][CH2:8][CH2:9][N:10]([CH2:13][CH3:14])[CH2:11][CH3:12])[C:5]([S:15][C:32]2[C:31]([Br:30])=[CH:36][C:35]3[O:37][CH2:38][O:39][C:34]=3[CH:33]=2)=[N:4][C:3]=1[C:16]([NH2:18])=[O:17]. The catalyst class is: 28. (6) Reactant: [N:1]([C@@H:4]1[CH2:9][CH2:8][N:7]([C:10]([O:12][C:13]([CH3:16])([CH3:15])[CH3:14])=[O:11])[CH2:6][C@H:5]1[O:17][Si:18]([C:21]([CH3:24])([CH3:23])[CH3:22])([CH3:20])[CH3:19])=[N+]=[N-]. Product: [NH2:1][C@@H:4]1[CH2:9][CH2:8][N:7]([C:10]([O:12][C:13]([CH3:14])([CH3:15])[CH3:16])=[O:11])[CH2:6][C@H:5]1[O:17][Si:18]([C:21]([CH3:24])([CH3:23])[CH3:22])([CH3:20])[CH3:19]. The catalyst class is: 19.